From a dataset of Reaction yield outcomes from USPTO patents with 853,638 reactions. Predict the reaction yield, written as a fraction of the theoretical maximum amount of product (1.0 means a 100% yield; for example, 0.34 means a 34% yield). (1) The reactants are [F:1][C:2]1[CH:7]=[C:6]([F:8])[CH:5]=[CH:4][C:3]=1[C:9]1[CH:14]=[CH:13][C:12]([C@@H:15]([N:17]2[CH2:22][CH2:21][C@:20]([CH2:30][CH2:31][NH:32][C:33](=[O:43])[CH2:34][NH:35]C(=O)OC(C)(C)C)([C:23]3[CH:28]=[CH:27][C:26]([F:29])=[CH:25][CH:24]=3)[O:19][C:18]2=[O:44])[CH3:16])=[CH:11][CH:10]=1. The catalyst is C(O)(C(F)(F)F)=O.C(Cl)Cl. The product is [NH2:35][CH2:34][C:33]([NH:32][CH2:31][CH2:30][C@@:20]1([C:23]2[CH:24]=[CH:25][C:26]([F:29])=[CH:27][CH:28]=2)[O:19][C:18](=[O:44])[N:17]([C@H:15]([C:12]2[CH:11]=[CH:10][C:9]([C:3]3[CH:4]=[CH:5][C:6]([F:8])=[CH:7][C:2]=3[F:1])=[CH:14][CH:13]=2)[CH3:16])[CH2:22][CH2:21]1)=[O:43]. The yield is 0.600. (2) The reactants are [Cl:1][C:2]1[C:3]([O:9][C:10]2[CH:15]=[C:14]([O:16][CH2:17][CH2:18][O:19][CH3:20])[CH:13]=[CH:12][C:11]=2/[CH:21]=[CH:22]/[C:23]([O:25][CH2:26][CH3:27])=[O:24])=[N:4][CH:5]=[C:6]([Cl:8])[CH:7]=1. The catalyst is CO. The product is [Cl:1][C:2]1[C:3]([O:9][C:10]2[CH:15]=[C:14]([O:16][CH2:17][CH2:18][O:19][CH3:20])[CH:13]=[CH:12][C:11]=2[CH2:21][CH2:22][C:23]([O:25][CH2:26][CH3:27])=[O:24])=[N:4][CH:5]=[C:6]([Cl:8])[CH:7]=1. The yield is 0.690. (3) The reactants are [N:1]1[CH:6]=[C:5]([CH2:7][C:8]2[C:9](=[O:33])[N:10]=[C:11]([CH2:14][CH2:15][C:16]3[CH:21]=[CH:20][C:19]([O:22][C:23]4[CH:28]=[CH:27][CH:26]=[C:25]([C:29]([F:32])([F:31])[F:30])[CH:24]=4)=[CH:18][CH:17]=3)[NH:12][CH:13]=2)[CH:4]=[N:3][CH:2]=1.CI.[CH3:36]CN(C(C)C)C(C)C. The catalyst is C(Cl)Cl. The product is [CH3:36][N:12]1[CH:13]=[C:8]([CH2:7][C:5]2[CH:6]=[N:1][CH:2]=[N:3][CH:4]=2)[C:9](=[O:33])[N:10]=[C:11]1[CH2:14][CH2:15][C:16]1[CH:17]=[CH:18][C:19]([O:22][C:23]2[CH:28]=[CH:27][CH:26]=[C:25]([C:29]([F:32])([F:30])[F:31])[CH:24]=2)=[CH:20][CH:21]=1. The yield is 0.408. (4) The reactants are ClC[CH2:3][CH2:4][N:5]1[CH2:10][CH2:9][O:8][CH2:7][CH2:6]1.[Br:11][C:12]1[CH:17]=[CH:16][C:15]([OH:18])=[CH:14][CH:13]=1.C(=O)([O-])[O-].[K+].[K+].CN(C=O)C. The catalyst is O. The product is [Br:11][C:12]1[CH:17]=[CH:16][C:15]([O:18][CH2:3][CH2:4][N:5]2[CH2:10][CH2:9][O:8][CH2:7][CH2:6]2)=[CH:14][CH:13]=1. The yield is 0.994. (5) The reactants are CS(C)=O.[CH3:5][O:6][C:7]1[CH:16]=[C:15]2[C:10]([C:11](Cl)=[CH:12][CH:13]=[N:14]2)=[CH:9][C:8]=1[C:18]([NH2:20])=[O:19].[Cl:21][C:22]1[CH:27]=[C:26]([OH:28])[CH:25]=[CH:24][C:23]=1[NH:29][C:30]([NH:32][CH:33]1[CH2:35][CH2:34]1)=[O:31].C(=O)([O-])[O-].[Cs+].[Cs+]. The catalyst is O. The product is [Cl:21][C:22]1[CH:27]=[C:26]([CH:25]=[CH:24][C:23]=1[NH:29][C:30]([NH:32][CH:33]1[CH2:34][CH2:35]1)=[O:31])[O:28][C:11]1[C:10]2[C:15](=[CH:16][C:7]([O:6][CH3:5])=[C:8]([C:18]([NH2:20])=[O:19])[CH:9]=2)[N:14]=[CH:13][CH:12]=1. The yield is 0.880. (6) The reactants are C[O:2][C:3]1[CH:8]=[CH:7][C:6]([CH2:9][CH2:10][CH2:11][C:12]2[N:13]=[C:14]([C:17]([OH:19])=[O:18])[NH:15][CH:16]=2)=[CH:5][CH:4]=1.B(Br)(Br)Br. The catalyst is ClCCl. The product is [OH:2][C:3]1[CH:8]=[CH:7][C:6]([CH2:9][CH2:10][CH2:11][C:12]2[N:13]=[C:14]([C:17]([OH:19])=[O:18])[NH:15][CH:16]=2)=[CH:5][CH:4]=1. The yield is 0.710. (7) The reactants are [Br:1][C:2]1[CH:10]=[C:9]2[C:5]([CH2:6][CH2:7][C:8]32[CH2:12][CH2:11]3)=[CH:4][CH:3]=1.[O-:13][Mn](=O)(=O)=O.[K+]. The product is [Br:1][C:2]1[CH:10]=[C:9]2[C:5]([C:6](=[O:13])[CH2:7][C:8]32[CH2:12][CH2:11]3)=[CH:4][CH:3]=1. The yield is 0.390. The catalyst is CC(C)=O.[O-]S([O-])(=O)=O.[Mg+2]. (8) The reactants are [ClH:1].[O:2]=[C:3]1[N:9]2[CH2:10][CH2:11][CH2:12][CH2:13][C@@H:8]2[CH:7]=[CH:6][CH2:5][C@@H:4]1[NH:14]C(=O)OC(C)(C)C. The catalyst is O1CCOCC1. The product is [ClH:1].[NH2:14][C@@H:4]1[C:3](=[O:2])[N:9]2[CH2:10][CH2:11][CH2:12][CH2:13][C@@H:8]2[CH:7]=[CH:6][CH2:5]1. The yield is 1.00. (9) The reactants are C[O:2][C:3](=[O:25])[C:4]1[CH:9]=[CH:8][C:7]([O:10][CH2:11][C:12]2[C:13]([C:18]3[CH:23]=[CH:22][C:21]([Cl:24])=[CH:20][N:19]=3)=[N:14][O:15][C:16]=2[CH3:17])=[N:6][CH:5]=1.COC(=O)C1C=CC(OCC2C(C3C=CC=CN=3)=NOC=2C)=NC=1. No catalyst specified. The product is [Cl:24][C:21]1[CH:22]=[CH:23][C:18]([C:13]2[C:12]([CH2:11][O:10][C:7]3[CH:8]=[CH:9][C:4]([C:3]([OH:25])=[O:2])=[CH:5][N:6]=3)=[C:16]([CH3:17])[O:15][N:14]=2)=[N:19][CH:20]=1. The yield is 0.350.